This data is from SARS-CoV-2 main protease (3CLPro) crystallographic fragment screen with 879 compounds. The task is: Binary Classification. Given a drug SMILES string, predict its activity (active/inactive) in a high-throughput screening assay against a specified biological target. The drug is COCC(=O)Nc1cccc(NC(C)=O)c1. The result is 0 (inactive).